From a dataset of Forward reaction prediction with 1.9M reactions from USPTO patents (1976-2016). Predict the product of the given reaction. (1) Given the reactants [F:1][C:2]1[C:3](I)=[C:4]([C:8]([N:10]2[C@@H:14]3[CH2:15][CH2:16][C@H:11]2[C@H:12]([NH:17][C:18]2[CH:23]=[N:22][C:21]([C:24]([F:27])([F:26])[F:25])=[CH:20][N:19]=2)[CH2:13]3)=[O:9])[CH:5]=[CH:6][CH:7]=1.C([Sn](CCCC)(CCCC)[C:34]1[O:35][CH:36]=[CH:37][N:38]=1)CCC, predict the reaction product. The product is: [F:1][C:2]1[C:3]([C:34]2[O:35][CH:36]=[CH:37][N:38]=2)=[C:4]([C:8]([N:10]2[C@@H:14]3[CH2:15][CH2:16][C@H:11]2[C@H:12]([NH:17][C:18]2[CH:23]=[N:22][C:21]([C:24]([F:27])([F:26])[F:25])=[CH:20][N:19]=2)[CH2:13]3)=[O:9])[CH:5]=[CH:6][CH:7]=1. (2) Given the reactants [F:1][C:2]1[CH:3]=[C:4]([CH2:9][C@H:10]([NH:14][C:15](=[O:24])OCC2C=CC=CC=2)[C@H:11]2[CH2:13][O:12]2)[CH:5]=[C:6]([F:8])[CH:7]=1.[CH:25]1([NH2:35])[C:34]2[C:29](=[CH:30][CH:31]=[CH:32][CH:33]=2)CCC1.[CH2:36]([N:39]([CH2:53][CH2:54][CH3:55])[C:40]([C:42]1[CH:43]=[C:44](C=C(CC)C=1)[C:45](O)=[O:46])=[O:41])[CH2:37][CH3:38], predict the reaction product. The product is: [CH2:25]([NH:35][CH2:13][C@@H:11]([OH:12])[C@@H:10]([NH:14][C:15]([C:45]1[O:46][C:42]([C:40]([N:39]([CH2:53][CH2:54][CH3:55])[CH2:36][CH2:37][CH3:38])=[O:41])=[CH:43][CH:44]=1)=[O:24])[CH2:9][C:4]1[CH:5]=[C:6]([F:8])[CH:7]=[C:2]([F:1])[CH:3]=1)[C:34]1[CH:29]=[CH:30][CH:31]=[CH:32][CH:33]=1.